From a dataset of Full USPTO retrosynthesis dataset with 1.9M reactions from patents (1976-2016). Predict the reactants needed to synthesize the given product. (1) Given the product [C:1]([C:5]1[CH:19]=[CH:18][C:8]([O:9][C:10]2[CH:11]=[C:12]([CH:15]=[CH:16][CH:17]=2)[CH2:13][NH:30][C@@H:20]2[C:29]3[C:24](=[CH:25][CH:26]=[CH:27][CH:28]=3)[CH2:23][CH2:22][CH2:21]2)=[CH:7][CH:6]=1)([CH3:4])([CH3:3])[CH3:2], predict the reactants needed to synthesize it. The reactants are: [C:1]([C:5]1[CH:19]=[CH:18][C:8]([O:9][C:10]2[CH:11]=[C:12]([CH:15]=[CH:16][CH:17]=2)[CH:13]=O)=[CH:7][CH:6]=1)([CH3:4])([CH3:3])[CH3:2].[C@@H:20]1([NH2:30])[C:29]2[C:24](=[CH:25][CH:26]=[CH:27][CH:28]=2)[CH2:23][CH2:22][CH2:21]1. (2) The reactants are: [NH2:1][C:2]1[C:6]2[CH:7]=[N:8][C:9]3[CH:10]=[C:11]([O:17][CH3:18])[C:12]([O:15][CH3:16])=[CH:13][C:14]=3[C:5]=2[S:4](=O)[C:3]=1[C:20]([O:22][CH3:23])=[O:21].[F:24][C:25]1[CH:33]=[CH:32][CH:31]=[CH:30][C:26]=1[C:27](Cl)=[O:28].CCN(CC)CC. Given the product [F:24][C:25]1[CH:33]=[CH:32][CH:31]=[CH:30][C:26]=1[C:27]([NH:1][C:2]1[C:6]2[CH:7]=[N:8][C:9]3[CH:10]=[C:11]([O:17][CH3:18])[C:12]([O:15][CH3:16])=[CH:13][C:14]=3[C:5]=2[S:4][C:3]=1[C:20]([O:22][CH3:23])=[O:21])=[O:28], predict the reactants needed to synthesize it. (3) The reactants are: [Cl:1][C:2]1[CH:7]=[C:6]([Cl:8])[CH:5]=[CH:4][C:3]=1[C:9]1[N:10]=[C:11](/[CH:18]=[CH:19]/[C:20]2[CH:25]=[CH:24][C:23]([C:26]3[CH:31]=[CH:30][C:29]([O:32][CH3:33])=[CH:28][CH:27]=3)=[CH:22][CH:21]=2)[N:12]([CH2:14][C:15]([OH:17])=O)[CH:13]=1.[CH3:34][C:35]([CH3:40])([CH3:39])[CH2:36][CH2:37][NH2:38]. Given the product [Cl:1][C:2]1[CH:7]=[C:6]([Cl:8])[CH:5]=[CH:4][C:3]=1[C:9]1[N:10]=[C:11](/[CH:18]=[CH:19]/[C:20]2[CH:21]=[CH:22][C:23]([C:26]3[CH:31]=[CH:30][C:29]([O:32][CH3:33])=[CH:28][CH:27]=3)=[CH:24][CH:25]=2)[N:12]([CH2:14][C:15]([NH:38][CH2:37][CH2:36][C:35]([CH3:40])([CH3:39])[CH3:34])=[O:17])[CH:13]=1, predict the reactants needed to synthesize it. (4) Given the product [CH3:16][O:17][C:18]1[CH:19]=[C:20]([CH:23]=[CH:24][C:25]=1[O:26][CH3:27])[CH:21]=[C:6]1[CH2:5][C:4]2[C:8](=[C:9]([N+:12]([O-:14])=[O:13])[C:10]([OH:11])=[C:2]([OH:1])[CH:3]=2)[C:7]1=[O:15], predict the reactants needed to synthesize it. The reactants are: [OH:1][C:2]1[CH:3]=[C:4]2[C:8](=[C:9]([N+:12]([O-:14])=[O:13])[C:10]=1[OH:11])[C:7](=[O:15])[CH2:6][CH2:5]2.[CH3:16][O:17][C:18]1[CH:19]=[C:20]([CH:23]=[CH:24][C:25]=1[O:26][CH3:27])[CH:21]=O.Cl. (5) Given the product [NH2:40][C:39]([NH:43][C:17]1[S:16][CH:20]=[C:19]([C:21]([NH:1][C:2]2[CH:14]=[CH:13][C:12]3[C:11]4[C:6](=[CH:7][CH:8]=[CH:9][CH:10]=4)[C:5](=[O:15])[C:4]=3[CH:3]=2)=[O:23])[N:18]=1)=[NH:49], predict the reactants needed to synthesize it. The reactants are: [NH2:1][C:2]1[CH:14]=[CH:13][C:12]2[C:11]3[C:6](=[CH:7][CH:8]=[CH:9][CH:10]=3)[C:5](=[O:15])[C:4]=2[CH:3]=1.[S:16]1[CH:20]=[C:19]([C:21]([OH:23])=O)[N:18]=[CH:17]1.F[B-](F)(F)F.N1(O[C:39]([N:43](C)C)=[N+:40](C)C)C2C=CC=CC=2N=N1.C([N:49](CC)C(C)C)(C)C.